From a dataset of Full USPTO retrosynthesis dataset with 1.9M reactions from patents (1976-2016). Predict the reactants needed to synthesize the given product. (1) Given the product [CH3:28][O:29][C:30](=[O:46])[C:31]1[CH:36]=[CH:35][C:34]([CH3:37])=[CH:33][C:32]=1[O:38][C:39]1[CH:40]=[CH:41][C:42]([O:23][C@H:13]([C@@H:12]([C:5]2[CH:6]=[C:7]([O:10][CH3:11])[C:8]([CH3:9])=[C:3]([O:2][CH3:1])[CH:4]=2)[O:24][CH2:25][O:26][CH3:27])[CH2:14][CH2:15][CH2:16][C:17]2[CH:22]=[CH:21][CH:20]=[CH:19][CH:18]=2)=[CH:43][CH:44]=1, predict the reactants needed to synthesize it. The reactants are: [CH3:1][O:2][C:3]1[CH:4]=[C:5]([C@@H:12]([O:24][CH2:25][O:26][CH3:27])[C@H:13]([OH:23])[CH2:14][CH2:15][CH2:16][C:17]2[CH:22]=[CH:21][CH:20]=[CH:19][CH:18]=2)[CH:6]=[C:7]([O:10][CH3:11])[C:8]=1[CH3:9].[CH3:28][O:29][C:30](=[O:46])[C:31]1[CH:36]=[CH:35][C:34]([CH3:37])=[CH:33][C:32]=1[O:38][C:39]1[CH:44]=[CH:43][C:42](O)=[CH:41][CH:40]=1.C1(P(C2C=CC=CC=2)C2C=CC=CC=2)C=CC=CC=1.N(C(OCC)=O)=NC(OCC)=O. (2) Given the product [Cl:1][C:2]1[CH:7]=[CH:6][C:5]([O:8][CH2:12][C:13](=[O:20])[CH2:14][C:15]([O:17][CH2:18][CH3:19])=[O:16])=[CH:4][CH:3]=1, predict the reactants needed to synthesize it. The reactants are: [Cl:1][C:2]1[CH:7]=[CH:6][C:5]([OH:8])=[CH:4][CH:3]=1.[H-].[Na+].Cl[CH2:12][C:13](=[O:20])[CH2:14][C:15]([O:17][CH2:18][CH3:19])=[O:16].ClC1C=CC([O-])=CC=1.[Na+].ClCC(=O)CC([O-])=O.NN. (3) Given the product [C:21]1([CH2:27][C:28]([N:11]2[CH2:10][CH2:9][N:8]([C:1]([O:3][C:4]([CH3:7])([CH3:6])[CH3:5])=[O:2])[CH2:13][CH2:12]2)=[O:29])[CH:26]=[CH:25][CH:24]=[CH:23][CH:22]=1, predict the reactants needed to synthesize it. The reactants are: [C:1]([N:8]1[CH2:13][CH2:12][NH:11][CH2:10][CH2:9]1)([O:3][C:4]([CH3:7])([CH3:6])[CH3:5])=[O:2].C(N(CC)CC)C.[C:21]1([CH2:27][C:28](Cl)=[O:29])[CH:26]=[CH:25][CH:24]=[CH:23][CH:22]=1.